From a dataset of Reaction yield outcomes from USPTO patents with 853,638 reactions. Predict the reaction yield, written as a fraction of the theoretical maximum amount of product (1.0 means a 100% yield; for example, 0.34 means a 34% yield). The reactants are [CH2:1]([O:8][C:9]([N:11]1[CH2:16][CH2:15][N:14]([C:17]([C:20](OCC)=[O:21])([CH3:19])[CH3:18])[CH2:13][CH2:12]1)=[O:10])[C:2]1[CH:7]=[CH:6][CH:5]=[CH:4][CH:3]=1.[H-].[Al+3].[Li+].[H-].[H-].[H-].O.[Na]. The catalyst is CCOCC.O1CCCC1. The product is [CH2:1]([O:8][C:9]([N:11]1[CH2:12][CH2:13][N:14]([C:17]([CH3:19])([CH3:18])[CH2:20][OH:21])[CH2:15][CH2:16]1)=[O:10])[C:2]1[CH:7]=[CH:6][CH:5]=[CH:4][CH:3]=1. The yield is 0.410.